This data is from Forward reaction prediction with 1.9M reactions from USPTO patents (1976-2016). The task is: Predict the product of the given reaction. Given the reactants [OH:1][C:2]1[CH:15]=[CH:14][C:5]([C:6]([C:8]2[CH:13]=[CH:12][CH:11]=[CH:10][CH:9]=2)=[O:7])=[CH:4][CH:3]=1.Cl[CH2:17][C:18]1([CH3:21])[CH2:20][O:19]1, predict the reaction product. The product is: [CH3:17][C:18]1([CH2:21][O:1][C:2]2[CH:3]=[CH:4][C:5]([C:6]([C:8]3[CH:13]=[CH:12][CH:11]=[CH:10][CH:9]=3)=[O:7])=[CH:14][CH:15]=2)[CH2:20][O:19]1.